Dataset: Forward reaction prediction with 1.9M reactions from USPTO patents (1976-2016). Task: Predict the product of the given reaction. (1) Given the reactants [C:1]1([C:7]2[S:8][C:9]([C:19]([OH:21])=O)=[C:10]([C:12]3C=CC(Cl)=CC=3)[N:11]=2)[CH:6]=[CH:5][CH:4]=[CH:3]C=1.CC[N:24](C(C)C)C(C)C.[CH3:31][CH:32]([NH2:46])[CH2:33][N:34]1[CH2:39][CH2:38][N:37]([C:40]2[N:45]=[CH:44][CH:43]=[CH:42][N:41]=2)[CH2:36][CH2:35]1, predict the reaction product. The product is: [CH3:31][CH:32]([NH:46][C:19]([C:9]1[S:8][C:7]([C:1]2[CH:6]=[CH:5][CH:4]=[CH:3][N:24]=2)=[N:11][C:10]=1[CH3:12])=[O:21])[CH2:33][N:34]1[CH2:35][CH2:36][N:37]([C:40]2[N:41]=[CH:42][CH:43]=[CH:44][N:45]=2)[CH2:38][CH2:39]1. (2) The product is: [F:3][C:4]1[C:9]([O:10][C:18]2[C:23]3=[C:24]([CH3:32])[C:25]([O:27][CH2:28][C@@H:29]([OH:31])[CH3:30])=[CH:26][N:22]3[N:21]=[CH:20][N:19]=2)=[CH:8][N:7]=[C:6]2[NH:11][CH:12]=[CH:13][C:5]=12. Given the reactants [H-].[Na+].[F:3][C:4]1[C:9]([OH:10])=[CH:8][N:7]=[C:6]2[NH:11][CH:12]=[CH:13][C:5]=12.CS([C:18]1[C:23]2=[C:24]([CH3:32])[C:25]([O:27][CH2:28][C@@H:29]([OH:31])[CH3:30])=[CH:26][N:22]2[N:21]=[CH:20][N:19]=1)(=O)=O, predict the reaction product. (3) Given the reactants [Cl:1][C:2]1[CH:3]=[N:4][CH:5]=[CH:6][C:7]=1[C:8]1[CH:13]=[CH:12][C:11]([NH:14][C:15]2[CH:27]=[CH:26][C:25]([CH3:28])=[CH:24][C:16]=2[C:17]([O:19]C(C)(C)C)=[O:18])=[CH:10][N:9]=1, predict the reaction product. The product is: [Cl:1][C:2]1[CH:3]=[N:4][CH:5]=[CH:6][C:7]=1[C:8]1[CH:13]=[CH:12][C:11]([NH:14][C:15]2[CH:27]=[CH:26][C:25]([CH3:28])=[CH:24][C:16]=2[C:17]([OH:19])=[O:18])=[CH:10][N:9]=1. (4) The product is: [Cl:1][C:2]1[CH:3]=[CH:4][C:5]([S:11]([NH:14][CH2:15][CH2:16][CH3:17])(=[O:13])=[O:12])=[C:6]([C:7]([N:56]2[CH2:55][CH2:54][C:53]([CH2:52][CH2:51][N:50]3[CH:45]4[CH2:46][CH2:47][CH:48]3[CH2:49][CH:43]([N:42]3[C:41]5[CH:65]=[CH:66][CH:67]=[CH:68][C:40]=5[N:39]=[C:38]3[CH3:37])[CH2:44]4)([C:59]3[CH:60]=[CH:61][CH:62]=[CH:63][CH:64]=3)[CH2:58][CH2:57]2)=[O:9])[CH:10]=1. Given the reactants [Cl:1][C:2]1[CH:3]=[CH:4][C:5]([S:11]([NH:14][CH2:15][CH2:16][CH3:17])(=[O:13])=[O:12])=[C:6]([CH:10]=1)[C:7]([OH:9])=O.ClC1C=C(C=CC=1S(NCCC)(=O)=O)C(O)=O.Cl.Cl.[CH3:37][C:38]1[N:42]([CH:43]2[CH2:49][CH:48]3[N:50]([CH2:51][CH2:52][C:53]4([C:59]5[CH:64]=[CH:63][CH:62]=[CH:61][CH:60]=5)[CH2:58][CH2:57][NH:56][CH2:55][CH2:54]4)[CH:45]([CH2:46][CH2:47]3)[CH2:44]2)[C:41]2[CH:65]=[CH:66][CH:67]=[CH:68][C:40]=2[N:39]=1.CC1N(C2CC3N(CCC4(C5C=CC=CC=5)CCN(C(C5C=CC=CC=5S(NC(=O)OC(C)(C)C)(=O)=O)=O)CC4)C(CC3)C2)C2C=CC=CC=2N=1, predict the reaction product. (5) Given the reactants Cl[C:2]([C:4]1[CH:5]=[C:6]([CH:42]=[CH:43][C:44]=1[CH3:45])[CH2:7][O:8][CH:9]1[CH:14]([C:15]2[CH:20]=[CH:19][C:18]([O:21][CH2:22][CH2:23][CH2:24][O:25][CH2:26][C:27]3[CH:32]=[CH:31][CH:30]=[CH:29][C:28]=3[O:33][CH3:34])=[CH:17][CH:16]=2)[CH2:13][CH2:12][N:11]([C:35]([O:37][C:38]([CH3:41])([CH3:40])[CH3:39])=[O:36])[CH2:10]1)=[O:3].[CH3:46][O:47][CH2:48][CH2:49][NH2:50], predict the reaction product. The product is: [CH3:34][O:33][C:28]1[CH:29]=[CH:30][CH:31]=[CH:32][C:27]=1[CH2:26][O:25][CH2:24][CH2:23][CH2:22][O:21][C:18]1[CH:19]=[CH:20][C:15]([CH:14]2[CH2:13][CH2:12][N:11]([C:35]([O:37][C:38]([CH3:41])([CH3:40])[CH3:39])=[O:36])[CH2:10][CH:9]2[O:8][CH2:7][C:6]2[CH:42]=[CH:43][C:44]([CH3:45])=[C:4]([C:2](=[O:3])[NH:50][CH2:49][CH2:48][O:47][CH3:46])[CH:5]=2)=[CH:16][CH:17]=1. (6) Given the reactants [F:1][C:2]([F:37])([F:36])[C:3]1[CH:4]=[C:5]([CH:29]=[C:30]([C:32]([F:35])([F:34])[F:33])[CH:31]=1)[C:6]([N:8]1[CH2:13][CH2:12][NH:11][CH2:10][CH:9]1[CH2:14][C:15]1[CH:20]=[CH:19][C:18]([CH3:21])=[C:17]([O:22][CH2:23][O:24][CH2:25][CH2:26][O:27][CH3:28])[CH:16]=1)=[O:7].Cl.Cl[CH2:40][C:41]#[C:42][C:43]1[CH:44]=[N:45][CH:46]=[CH:47][CH:48]=1.C(=O)([O-])[O-].[K+].[K+].[I-].[K+], predict the reaction product. The product is: [F:37][C:2]([F:1])([F:36])[C:3]1[CH:4]=[C:5]([CH:29]=[C:30]([C:32]([F:33])([F:34])[F:35])[CH:31]=1)[C:6]([N:8]1[CH2:13][CH2:12][N:11]([CH2:40][C:41]#[C:42][C:43]2[CH:44]=[N:45][CH:46]=[CH:47][CH:48]=2)[CH2:10][CH:9]1[CH2:14][C:15]1[CH:20]=[CH:19][C:18]([CH3:21])=[C:17]([O:22][CH2:23][O:24][CH2:25][CH2:26][O:27][CH3:28])[CH:16]=1)=[O:7].